Dataset: Forward reaction prediction with 1.9M reactions from USPTO patents (1976-2016). Task: Predict the product of the given reaction. (1) Given the reactants [H-].[Na+].[S:3]1([C:14]2[C:9](=[CH:10][CH:11]=[CH:12][CH:13]=2)[C:7](=[O:8])[NH:6]1)(=[O:5])=[O:4].[CH2:15](Br)[C:16]1[CH:21]=[CH:20][CH:19]=[CH:18][CH:17]=1, predict the reaction product. The product is: [CH2:15]([N:6]1[C:7](=[O:8])[C:9]2[CH:10]=[CH:11][CH:12]=[CH:13][C:14]=2[S:3]1(=[O:4])=[O:5])[C:16]1[CH:21]=[CH:20][CH:19]=[CH:18][CH:17]=1. (2) Given the reactants Br[C:2]1[CH:3]=[C:4]([NH:11][C:12](=[O:14])[CH3:13])[CH:5]=[C:6]([N+:8]([O-:10])=[O:9])[CH:7]=1.N#N.[F:17][C:18]1[CH:23]=[CH:22][CH:21]=[C:20]([F:24])[C:19]=1B(O)O.C(=O)([O-])[O-].[Na+].[Na+], predict the reaction product. The product is: [F:17][C:18]1[CH:23]=[CH:22][CH:21]=[C:20]([F:24])[C:19]=1[C:2]1[CH:7]=[C:6]([N+:8]([O-:10])=[O:9])[CH:5]=[C:4]([NH:11][C:12](=[O:14])[CH3:13])[CH:3]=1. (3) The product is: [CH3:1][C:2]1[C:6]2[CH:7]=[C:8]([O:11][CH2:12][CH:13]3[O:18][CH2:17][CH2:16][N:15]([CH3:19])[CH2:14]3)[CH:9]=[CH:10][C:5]=2[O:4][C:3]=1[C:20]([OH:22])=[O:21]. Given the reactants [CH3:1][C:2]1[C:6]2[CH:7]=[C:8]([O:11][CH2:12][CH:13]3[O:18][CH2:17][CH2:16][N:15]([CH3:19])[CH2:14]3)[CH:9]=[CH:10][C:5]=2[O:4][C:3]=1[C:20]([O:22]CC)=[O:21].[OH-].[Li+], predict the reaction product. (4) Given the reactants Br[C:2]1[CH:3]([C:14]2[CH:19]=[CH:18][C:17]([O:20][CH2:21][CH2:22][N:23]3[CH2:26][CH:25]([CH2:27][F:28])[CH2:24]3)=[CH:16][CH:15]=2)[O:4][C:5]2[C:10]([C:11]=1[CH3:12])=[CH:9][C:8]([OH:13])=[CH:7][CH:6]=2.[CH3:29][S:30]([NH:33][C:34]1[CH:35]=[C:36](B(O)O)[CH:37]=[CH:38][CH:39]=1)(=[O:32])=[O:31], predict the reaction product. The product is: [F:28][CH2:27][CH:25]1[CH2:24][N:23]([CH2:22][CH2:21][O:20][C:17]2[CH:16]=[CH:15][C:14]([CH:3]3[C:2]([C:38]4[CH:39]=[C:34]([NH:33][S:30]([CH3:29])(=[O:31])=[O:32])[CH:35]=[CH:36][CH:37]=4)=[C:11]([CH3:12])[C:10]4[C:5](=[CH:6][CH:7]=[C:8]([OH:13])[CH:9]=4)[O:4]3)=[CH:19][CH:18]=2)[CH2:26]1.